From a dataset of Reaction yield outcomes from USPTO patents with 853,638 reactions. Predict the reaction yield, written as a fraction of the theoretical maximum amount of product (1.0 means a 100% yield; for example, 0.34 means a 34% yield). (1) The reactants are [Cl:1][C:2]1[CH:3]=[C:4]([S:20](Cl)(=[O:22])=[O:21])[CH:5]=[C:6]([Cl:19])[C:7]=1[O:8][C:9]1[CH:14]=[CH:13][C:12]([N+:15]([O-:17])=[O:16])=[CH:11][C:10]=1[Cl:18].[OH-].[NH4+:25]. The catalyst is ClCCl. The product is [Cl:1][C:2]1[CH:3]=[C:4]([S:20]([NH2:25])(=[O:22])=[O:21])[CH:5]=[C:6]([Cl:19])[C:7]=1[O:8][C:9]1[CH:14]=[CH:13][C:12]([N+:15]([O-:17])=[O:16])=[CH:11][C:10]=1[Cl:18]. The yield is 0.940. (2) The reactants are F[C:2]1[CH:9]=[CH:8][CH:7]=[CH:6][C:3]=1[C:4]#[N:5].O.[NH2:11][NH2:12].C(O)CCC. The catalyst is CCOC(C)=O.CCN(CC)CC. The product is [NH:11]1[C:6]2[C:3](=[CH:2][CH:9]=[CH:8][CH:7]=2)[C:4]([NH2:5])=[N:12]1. The yield is 0.550.